From a dataset of Full USPTO retrosynthesis dataset with 1.9M reactions from patents (1976-2016). Predict the reactants needed to synthesize the given product. (1) Given the product [C:19]([C:4]1([CH:6]=[CH:7][C:8]([N+:10]([O-:12])=[O:11])=[CH:9][CH:3]1[O:2][CH3:1])[NH2:5])([O:21][CH2:22][CH:23]1[C:24]2[C:29](=[CH:28][CH:27]=[CH:26][CH:25]=2)[C:30]2[C:35]1=[CH:34][CH:33]=[CH:32][CH:31]=2)=[O:20], predict the reactants needed to synthesize it. The reactants are: [CH3:1][O:2][C:3]1[CH:9]=[C:8]([N+:10]([O-:12])=[O:11])[CH:7]=[CH:6][C:4]=1[NH2:5].N1C=CC=CC=1.[C:19](Cl)([O:21][CH2:22][CH:23]1[C:35]2[C:30](=[CH:31][CH:32]=[CH:33][CH:34]=2)[C:29]2[C:24]1=[CH:25][CH:26]=[CH:27][CH:28]=2)=[O:20]. (2) Given the product [CH3:18][N:15]1[CH:16]=[CH:17][C:13]([NH:12][C:8]2[CH:7]=[N:6][C:5]3[C:10]([N:9]=2)=[CH:11][C:2]([C:27]2[CH:28]=[C:29]([NH:33][S:34]([C:37]4[CH:38]=[CH:39][CH:40]=[CH:41][CH:42]=4)(=[O:35])=[O:36])[CH:30]=[N:31][CH:32]=2)=[CH:3][CH:4]=3)=[N:14]1, predict the reactants needed to synthesize it. The reactants are: Br[C:2]1[CH:11]=[C:10]2[C:5]([N:6]=[CH:7][C:8]([NH:12][C:13]3[CH:17]=[CH:16][N:15]([CH3:18])[N:14]=3)=[N:9]2)=[CH:4][CH:3]=1.CC1(C)C(C)(C)OB([C:27]2[CH:28]=[C:29]([NH:33][S:34]([C:37]3[CH:42]=[CH:41][CH:40]=[CH:39][CH:38]=3)(=[O:36])=[O:35])[CH:30]=[N:31][CH:32]=2)O1.C(=O)([O-])[O-].[K+].[K+]. (3) Given the product [F:1][C:2]1[C:11]([F:12])=[C:10]2[C:5]([CH2:6][CH2:7][CH:8]([CH:13]3[CH2:18][CH2:17][CH:16]([CH2:19][CH2:20][CH3:21])[CH2:15][CH2:14]3)[O:9]2)=[CH:4][C:3]=1[B:27]([OH:32])[OH:28], predict the reactants needed to synthesize it. The reactants are: [F:1][C:2]1[C:11]([F:12])=[C:10]2[C:5]([CH2:6][CH2:7][CH:8]([CH:13]3[CH2:18][CH2:17][CH:16]([CH2:19][CH2:20][CH3:21])[CH2:15][CH2:14]3)[O:9]2)=[CH:4][CH:3]=1.[Li]C(CC)C.[B:27](OC(C)C)([O:32]C(C)C)[O:28]C(C)C.Cl. (4) Given the product [N:1]1([C:5]2[CH:6]=[C:7]([O:34][CH3:35])[C:8]([NH:14][C:15]3[N:20]=[C:19]([N:21]4[CH:25]=[C:24]([CH2:26][N:37]5[CH2:40][CH2:39][CH2:38]5)[C:23]([C:28]5[CH:29]=[CH:30][CH:31]=[CH:32][CH:33]=5)=[N:22]4)[CH:18]=[CH:17][N:16]=3)=[CH:9][C:10]=2[NH:11][C:7](=[O:34])[CH:6]=[CH2:5])[CH2:4][CH2:3][CH2:2]1, predict the reactants needed to synthesize it. The reactants are: [N:1]1([C:5]2[C:10]([N+:11]([O-])=O)=[CH:9][C:8]([NH:14][C:15]3[N:20]=[C:19]([N:21]4[CH:25]=[C:24]([CH:26]=O)[C:23]([C:28]5[CH:33]=[CH:32][CH:31]=[CH:30][CH:29]=5)=[N:22]4)[CH:18]=[CH:17][N:16]=3)=[C:7]([O:34][CH3:35])[CH:6]=2)[CH2:4][CH2:3][CH2:2]1.Cl.[NH:37]1[CH2:40][CH2:39][CH2:38]1. (5) Given the product [CH:1]1([C:4]2[CH:5]=[C:6]([CH3:32])[C:7]([N:10]3[CH2:11][CH2:12][N:13]([C:16]([C:18]4[CH:19]=[CH:20][C:21]([N:24]5[C@H:28]([CH2:29][O:30][CH3:33])[CH2:27][O:26][C:25]5=[O:31])=[CH:22][CH:23]=4)=[O:17])[CH2:14][CH2:15]3)=[N:8][CH:9]=2)[CH2:2][CH2:3]1, predict the reactants needed to synthesize it. The reactants are: [CH:1]1([C:4]2[CH:5]=[C:6]([CH3:32])[C:7]([N:10]3[CH2:15][CH2:14][N:13]([C:16]([C:18]4[CH:23]=[CH:22][C:21]([N:24]5[C@H:28]([CH2:29][OH:30])[CH2:27][O:26][C:25]5=[O:31])=[CH:20][CH:19]=4)=[O:17])[CH2:12][CH2:11]3)=[N:8][CH:9]=2)[CH2:3][CH2:2]1.[CH3:33]I. (6) Given the product [CH:1]1[C:7]([NH2:18])=[N:6][C:4](=[O:5])[N:3]([C@@H:9]2[O:13][C@H:12]([CH2:14][OH:15])[C@@H:11]([OH:16])[C@@H:10]2[OH:17])[CH:2]=1, predict the reactants needed to synthesize it. The reactants are: [CH:1]1[C:7](=O)[NH:6][C:4](=[O:5])[N:3]([C@@H:9]2[O:13][C@H:12]([CH2:14][OH:15])[C@@H:11]([OH:16])[C@@H:10]2[OH:17])[CH:2]=1.[NH:18]1C=[C-]N=N1.[OH-].[NH4+].N1C=NC=N1.C(N(CC)CC)C.O=P(Cl)(Cl)Cl.